From a dataset of Full USPTO retrosynthesis dataset with 1.9M reactions from patents (1976-2016). Predict the reactants needed to synthesize the given product. (1) Given the product [C:1]([C:3]([CH3:18])([O:5][C:6]1[CH:15]=[CH:14][C:9]([C:10]([OH:12])=[O:11])=[C:8]([O:16][CH3:17])[CH:7]=1)[CH3:4])#[N:2], predict the reactants needed to synthesize it. The reactants are: [C:1]([C:3]([CH3:18])([O:5][C:6]1[CH:15]=[CH:14][C:9]([C:10]([O:12]C)=[O:11])=[C:8]([O:16][CH3:17])[CH:7]=1)[CH3:4])#[N:2].[OH-].[Li+]. (2) Given the product [CH2:18]([CH:20]([CH2:24][CH3:25])[CH2:21][CH2:22][NH:23][CH2:1][C:3]1[CH:17]=[CH:16][C:6]([O:7][C:8]2[S:12][C:11]([C:13]([NH2:15])=[O:14])=[CH:10][CH:9]=2)=[CH:5][CH:4]=1)[CH3:19], predict the reactants needed to synthesize it. The reactants are: [CH:1]([C:3]1[CH:17]=[CH:16][C:6]([O:7][C:8]2[S:12][C:11]([C:13]([NH2:15])=[O:14])=[CH:10][CH:9]=2)=[CH:5][CH:4]=1)=O.[CH2:18]([CH:20]([CH2:24][CH3:25])[CH2:21][CH2:22][NH2:23])[CH3:19].[BH4-].[Na+].